The task is: Predict the product of the given reaction.. This data is from Forward reaction prediction with 1.9M reactions from USPTO patents (1976-2016). Given the reactants [O:1]1[C:6]2[CH:7]=[CH:8][C:9]([CH2:11][NH:12][C:13]3[CH:18]=[CH:17][CH:16]=[C:15]([C:19]4[NH:23]N=NN=4)[CH:14]=3)=[CH:10][C:5]=2[O:4][CH2:3][CH2:2]1.[C:24](Cl)(=[O:27])[CH2:25][CH3:26], predict the reaction product. The product is: [C:19]([C:15]1[CH:14]=[C:13]([N:12]([CH2:11][C:9]2[CH:8]=[CH:7][C:6]3[O:1][CH2:2][CH2:3][O:4][C:5]=3[CH:10]=2)[C:24](=[O:27])[CH2:25][CH3:26])[CH:18]=[CH:17][CH:16]=1)#[N:23].